This data is from Retrosynthesis with 50K atom-mapped reactions and 10 reaction types from USPTO. The task is: Predict the reactants needed to synthesize the given product. (1) Given the product COc1ccc(CN2CCCC2)cc1-c1cncc2cc(C=O)oc12, predict the reactants needed to synthesize it. The reactants are: CCOC(OCC)c1cc2cncc(-c3cc(CN4CCCC4)ccc3OC)c2o1. (2) Given the product O=C(O)C(F)(F)F, predict the reactants needed to synthesize it. The reactants are: Clc1cnc2nc1Nc1ccc(OCCC3CCNCC3)c(c1)CCc1cncc(c1)N2.O=C(Cl)c1cnccn1. (3) Given the product CCC(=O)N1CC2CN(C(=O)c3ccc(-c4ccc5cnccc5c4)cc3)CC2C1, predict the reactants needed to synthesize it. The reactants are: CCC(=O)N1CC2CN(C(=O)c3ccc(Br)cc3)CC2C1.OB(O)c1ccc2cnccc2c1. (4) Given the product O=CCCc1c(F)cccc1Cl, predict the reactants needed to synthesize it. The reactants are: OCCCc1c(F)cccc1Cl. (5) Given the product O=C[C@@H]1C[C@H]1C(=O)N1CCN(C(c2ccccc2)c2ccccc2)CC1, predict the reactants needed to synthesize it. The reactants are: O=C([C@@H]1C[C@H]1CO)N1CCN(C(c2ccccc2)c2ccccc2)CC1.